Dataset: Reaction yield outcomes from USPTO patents with 853,638 reactions. Task: Predict the reaction yield, written as a fraction of the theoretical maximum amount of product (1.0 means a 100% yield; for example, 0.34 means a 34% yield). (1) The catalyst is C(OCC)C.Cl.C(O[Ti](OC(C)C)(OC(C)C)OC(C)C)(C)C. The product is [N:6]1[CH:7]=[CH:8][C:3]([C:1]2([NH2:2])[CH2:10][CH2:9]2)=[CH:4][CH:5]=1. The reactants are [C:1]([C:3]1[CH:8]=[CH:7][N:6]=[CH:5][CH:4]=1)#[N:2].[CH2:9]([Mg]Br)[CH3:10].B.O1CCCC1.[OH-].[Na+]. The yield is 0.0260. (2) The reactants are [O:1]=[C:2]1[NH:7][C:6]2[CH:8]=[C:9]([CH2:12][N:13]3[CH2:18][CH2:17][N:16]([C:19]4[CH:27]=[CH:26][C:22]([C:23](O)=[O:24])=[CH:21][CH:20]=4)[CH2:15][CH2:14]3)[CH:10]=[N:11][C:5]=2[N:4]2[CH2:28][CH2:29][CH2:30][C@@H:3]12.[CH3:31][CH2:32][N:33](C(C)C)C(C)C.C(N)C.CN(C(ON1N=NC2C=CC=NC1=2)=[N+](C)C)C.F[P-](F)(F)(F)(F)F. The catalyst is CN(C=O)C. The product is [CH2:32]([NH:33][C:23](=[O:24])[C:22]1[CH:26]=[CH:27][C:19]([N:16]2[CH2:15][CH2:14][N:13]([CH2:12][C:9]3[CH:10]=[N:11][C:5]4[N:4]5[CH2:28][CH2:29][CH2:30][C@H:3]5[C:2](=[O:1])[NH:7][C:6]=4[CH:8]=3)[CH2:18][CH2:17]2)=[CH:20][CH:21]=1)[CH3:31]. The yield is 0.300. (3) The reactants are Br[C:2]1[CH:3]=[C:4]2[C:10]([C:11]3[CH:16]=[CH:15][CH:14]=[CH:13][C:12]=3[O:17][CH3:18])=[CH:9][N:8]([S:19]([C:22]3[CH:27]=[CH:26][C:25]([CH3:28])=[CH:24][CH:23]=3)(=[O:21])=[O:20])[C:5]2=[N:6][CH:7]=1.[B:29]1([B:29]2[O:33][C:32]([CH3:35])([CH3:34])[C:31]([CH3:37])([CH3:36])[O:30]2)[O:33][C:32]([CH3:35])([CH3:34])[C:31]([CH3:37])([CH3:36])[O:30]1.C([O-])(=O)C.[Na+].CN(C=O)C. The catalyst is CCOC(C)=O. The product is [CH3:18][O:17][C:12]1[CH:13]=[CH:14][CH:15]=[CH:16][C:11]=1[C:10]1[C:4]2[C:5](=[N:6][CH:7]=[C:2]([B:29]3[O:33][C:32]([CH3:35])([CH3:34])[C:31]([CH3:37])([CH3:36])[O:30]3)[CH:3]=2)[N:8]([S:19]([C:22]2[CH:27]=[CH:26][C:25]([CH3:28])=[CH:24][CH:23]=2)(=[O:21])=[O:20])[CH:9]=1. The yield is 0.810. (4) The reactants are Cl[C:2]1[CH:7]=[C:6]([C:8]2[CH:13]=[C:12]([Cl:14])[CH:11]=[CH:10][C:9]=2[CH3:15])[N:5]=[C:4]([NH2:16])[N:3]=1.[CH3:17][S:18][C:19]1[CH:20]=[C:21]([NH2:25])[CH:22]=[CH:23][CH:24]=1. No catalyst specified. The product is [Cl:14][C:12]1[CH:11]=[CH:10][C:9]([CH3:15])=[C:8]([C:6]2[N:5]=[C:4]([NH2:16])[N:3]=[C:2]([NH:25][C:21]3[CH:22]=[CH:23][CH:24]=[C:19]([S:18][CH3:17])[CH:20]=3)[CH:7]=2)[CH:13]=1. The yield is 0.580. (5) The reactants are CN(C(ON1N=NC2C=CC=NC1=2)=[N+](C)C)C.F[P-](F)(F)(F)(F)F.Cl.Cl.Cl.[Cl:28][C:29]1[N:34]=[CH:33][C:32]([C:35]2[NH:39][C:38]([C@@H:40]3[CH2:44][CH2:43][CH2:42][NH:41]3)=[N:37][CH:36]=2)=[CH:31][N:30]=1.[N:45]1[CH:50]=[CH:49][CH:48]=[C:47]([CH2:51][C:52](O)=[O:53])[CH:46]=1.CCN(C(C)C)C(C)C. The catalyst is CN(C=O)C. The product is [Cl:28][C:29]1[N:34]=[CH:33][C:32]([C:35]2[NH:39][C:38]([C@@H:40]3[CH2:44][CH2:43][CH2:42][N:41]3[C:52](=[O:53])[CH2:51][C:47]3[CH:46]=[N:45][CH:50]=[CH:49][CH:48]=3)=[N:37][CH:36]=2)=[CH:31][N:30]=1. The yield is 0.250. (6) The reactants are [CH3:1][C:2]1[O:6][C:5]([C:7]2[CH:16]=[CH:15][C:14]3[C:9](=[CH:10][CH:11]=[CH:12][CH:13]=3)[CH:8]=2)=[N:4][C:3]=1[CH2:17][O:18][C:19]1[CH:26]=[CH:25][C:22]([CH2:23][OH:24])=[CH:21][CH:20]=1.Cl[C:28]1[C:33]([C:34]#[N:35])=[CH:32][CH:31]=[CH:30][N:29]=1.CN(C)C=O.[H-].[Na+]. The catalyst is O. The product is [CH3:1][C:2]1[O:6][C:5]([C:7]2[CH:16]=[CH:15][C:14]3[C:9](=[CH:10][CH:11]=[CH:12][CH:13]=3)[CH:8]=2)=[N:4][C:3]=1[CH2:17][O:18][C:19]1[CH:20]=[CH:21][C:22]([CH2:23][O:24][C:28]2[N:29]=[CH:30][CH:31]=[CH:32][C:33]=2[C:34]#[N:35])=[CH:25][CH:26]=1. The yield is 0.780. (7) The reactants are ClC[CH2:3][CH2:4][N:5]1[CH2:10][CH2:9][O:8][CH2:7][CH2:6]1.[Br:11][C:12]1[CH:17]=[CH:16][C:15]([OH:18])=[CH:14][CH:13]=1.C(=O)([O-])[O-].[K+].[K+].CN(C=O)C. The catalyst is O. The yield is 0.994. The product is [Br:11][C:12]1[CH:17]=[CH:16][C:15]([O:18][CH2:3][CH2:4][N:5]2[CH2:10][CH2:9][O:8][CH2:7][CH2:6]2)=[CH:14][CH:13]=1. (8) The reactants are [Si]([O:8][C:9]1[CH:10]=[C:11]2[C:15](=[CH:16][CH:17]=1)[NH:14][CH:13]=[C:12]2[CH:18]1[CH2:23][CH2:22][N:21]([CH3:24])[CH2:20][CH2:19]1)(C(C)(C)C)(C)C.[H-].[K+].S(C1C=CC(C)=CC=1)(O[CH2:31][CH2:32][C:33]1[CH:38]=[CH:37][CH:36]=[CH:35][CH:34]=1)(=O)=O.[F-].C([N+](CCCC)(CCCC)CCCC)CCC. The catalyst is O1CCCC1. The product is [CH2:31]([N:14]1[C:15]2[C:11](=[CH:10][C:9]([OH:8])=[CH:17][CH:16]=2)[C:12]([CH:18]2[CH2:19][CH2:20][N:21]([CH3:24])[CH2:22][CH2:23]2)=[CH:13]1)[CH2:32][C:33]1[CH:38]=[CH:37][CH:36]=[CH:35][CH:34]=1. The yield is 0.630.